From a dataset of Retrosynthesis with 50K atom-mapped reactions and 10 reaction types from USPTO. Predict the reactants needed to synthesize the given product. (1) Given the product Ic1ccccc1OC1CCCCO1, predict the reactants needed to synthesize it. The reactants are: C1=COCCC1.Oc1ccccc1I. (2) Given the product COc1ccc(CC2c3cc(OC)c(OC)cc3CCCN2C(C(=O)O)c2ccccc2)cc1OC, predict the reactants needed to synthesize it. The reactants are: COC(=O)C(c1ccccc1)N1CCCc2cc(OC)c(OC)cc2C1Cc1ccc(OC)c(OC)c1.